Dataset: Full USPTO retrosynthesis dataset with 1.9M reactions from patents (1976-2016). Task: Predict the reactants needed to synthesize the given product. The reactants are: [Br:1]N1C(=O)CCC1=O.[CH3:9][O:10][C:11](=[O:28])[C:12]([C:19]1[CH:24]=[CH:23][C:22]([OH:25])=[C:21]([CH:26]=[O:27])[CH:20]=1)([CH2:16][O:17][CH3:18])[CH2:13][O:14][CH3:15]. Given the product [CH3:9][O:10][C:11](=[O:28])[C:12]([C:19]1[CH:20]=[C:21]([CH:26]=[O:27])[C:22]([OH:25])=[C:23]([Br:1])[CH:24]=1)([CH2:16][O:17][CH3:18])[CH2:13][O:14][CH3:15], predict the reactants needed to synthesize it.